From a dataset of Forward reaction prediction with 1.9M reactions from USPTO patents (1976-2016). Predict the product of the given reaction. (1) Given the reactants [OH:1][CH2:2][CH2:3][O:4][CH2:5][CH2:6][O:7][C:8]1[CH:9]=[C:10]([C:14](=[O:18])[CH2:15][CH2:16][CH3:17])[CH:11]=[CH:12][CH:13]=1.CCN(CC)CC.[C:26](OC(=O)C)(=[O:28])[CH3:27], predict the reaction product. The product is: [C:26]([O:1][CH2:2][CH2:3][O:4][CH2:5][CH2:6][O:7][C:8]1[CH:13]=[CH:12][CH:11]=[C:10]([C:14](=[O:18])[CH2:15][CH2:16][CH3:17])[CH:9]=1)(=[O:28])[CH3:27]. (2) Given the reactants [CH3:1][O:2][C:3]1[C:4]([NH2:9])=[CH:5][CH:6]=[CH:7][CH:8]=1.C(=O)([O-])[O-].[K+].[K+].Br[CH2:17][CH2:18][CH2:19][Cl:20].O, predict the reaction product. The product is: [Cl:20][CH2:19][CH2:18][CH2:17][NH:9][C:4]1[CH:5]=[CH:6][CH:7]=[CH:8][C:3]=1[O:2][CH3:1]. (3) Given the reactants [C:1]([C:3]1[CH:8]=[CH:7][C:6]([CH:9]([CH2:13][CH:14]2[CH2:18][CH2:17][CH2:16][CH2:15]2)[C:10]([OH:12])=O)=[CH:5][CH:4]=1)#[N:2].C(Cl)(=O)C(Cl)=O.[NH2:25][C:26]1[S:27][CH:28]=[CH:29][N:30]=1.C(N(CC)C(C)C)(C)C, predict the reaction product. The product is: [C:1]([C:3]1[CH:4]=[CH:5][C:6]([CH:9]([CH2:13][CH:14]2[CH2:18][CH2:17][CH2:16][CH2:15]2)[C:10]([NH:25][C:26]2[S:27][CH:28]=[CH:29][N:30]=2)=[O:12])=[CH:7][CH:8]=1)#[N:2]. (4) Given the reactants C([O:3][C:4](=[O:12])[C:5]1[CH:10]=[CH:9][C:8](Br)=[CH:7][CH:6]=1)C.[CH:13]1([C:18]2([CH3:31])[CH2:26][C:25]3[C:20](=[C:21]([CH3:29])[C:22]([CH3:28])=[C:23]([OH:27])[CH:24]=3)[C:19]2=[O:30])[CH2:17][CH2:16][CH2:15][CH2:14]1, predict the reaction product. The product is: [CH:13]1([C:18]2([CH3:31])[CH2:26][C:25]3[C:20](=[C:21]([CH3:29])[C:22]([CH3:28])=[C:23]([O:27][CH2:4][C:5]4[CH:6]=[C:7]([C:8]5[CH:7]=[CH:6][C:5]([C:4]([OH:3])=[O:12])=[CH:10][CH:9]=5)[CH:8]=[CH:9][CH:10]=4)[CH:24]=3)[C:19]2=[O:30])[CH2:14][CH2:15][CH2:16][CH2:17]1.